Task: Predict the product of the given reaction.. Dataset: Forward reaction prediction with 1.9M reactions from USPTO patents (1976-2016) (1) Given the reactants [F:1][C:2]1[CH:3]=[CH:4][C:5]([C:12]([O:14][CH3:15])=[O:13])=[C:6]2[C:10]=1[O:9][C:8](=S)[NH:7]2.P(Cl)(Cl)(Cl)(Cl)[Cl:17].P(Cl)(Cl)(Cl)=O, predict the reaction product. The product is: [Cl:17][C:8]1[O:9][C:10]2[C:6](=[C:5]([C:12]([O:14][CH3:15])=[O:13])[CH:4]=[CH:3][C:2]=2[F:1])[N:7]=1. (2) Given the reactants Br[CH:2]1[CH2:7][O:6][CH2:5][CH2:4][O:3]1.[C:8]([O:11][C:12]1[CH:17]=[CH:16][C:15](B2OC(C)(C)C(C)(C)O2)=[CH:14][CH:13]=1)(=[O:10])[CH3:9].C(=O)(O)[O-].[Na+].[CH2:32]1[CH2:36]O[CH2:34][CH2:33]1, predict the reaction product. The product is: [C:8]([O:11][C:12]1[CH:17]=[CH:16][C:15]([C:2]2[O:3][C:4]3[CH:36]=[CH:32][CH:33]=[CH:34][C:5]=3[O:6][CH:7]=2)=[CH:14][CH:13]=1)(=[O:10])[CH3:9]. (3) Given the reactants [CH3:1][C:2]1([CH3:9])[CH2:7][CH2:6][CH2:5][CH2:4][C:3]1=O.C(=S)=S.[C:13](#[N:17])[CH2:14][C:15]#[N:16].C(N(CC)CC)C, predict the reaction product. The product is: [CH3:1][C:2]1([CH3:9])[CH2:7][CH2:6][CH2:5][C:4](=[C:14]([C:13]#[N:17])[C:15]#[N:16])[CH2:3]1.